From a dataset of Forward reaction prediction with 1.9M reactions from USPTO patents (1976-2016). Predict the product of the given reaction. (1) Given the reactants CC1(C)O[C:6](=[O:8])[C:5](=[CH:9][NH:10][C:11]2[CH:16]=[CH:15][C:14]([O:17][C:18](=[O:20])[CH3:19])=[C:13]([O:21][CH3:22])[CH:12]=2)C(=O)O1.C1(OC2C=CC=CC=2)C=CC=CC=1.C1(C2C=CC=CC=2)C=CC=CC=1, predict the reaction product. The product is: [CH3:22][O:21][C:13]1[CH:12]=[C:11]2[C:16]([C:6](=[O:8])[CH:5]=[CH:9][NH:10]2)=[CH:15][C:14]=1[O:17][C:18](=[O:20])[CH3:19]. (2) Given the reactants [Cl:1][C:2]1[CH:7]=[CH:6][CH:5]=[CH:4][C:3]=1[CH:8]([NH2:13])[CH2:9][CH:10]([CH3:12])[CH3:11].[I:14][C:15]1[C:23]2[C:18](=[CH:19][CH:20]=[C:21]([C:24](O)=[O:25])[CH:22]=2)[NH:17][N:16]=1, predict the reaction product. The product is: [Cl:1][C:2]1[CH:7]=[CH:6][CH:5]=[CH:4][C:3]=1[CH:8]([NH:13][C:24]([C:21]1[CH:22]=[C:23]2[C:18](=[CH:19][CH:20]=1)[NH:17][N:16]=[C:15]2[I:14])=[O:25])[CH2:9][CH:10]([CH3:11])[CH3:12]. (3) Given the reactants [C:1]([C:9]1[CH:17]=[C:16]([Cl:18])[CH:15]=[CH:14][C:10]=1[C:11]([OH:13])=O)(=[O:8])[C:2]1[CH:7]=[CH:6][CH:5]=[CH:4][CH:3]=1.[CH3:19][O:20][C:21](=[O:34])[C:22]1[CH:27]=[CH:26][C:25]([CH2:28][NH:29][CH2:30][CH:31]([OH:33])[CH3:32])=[CH:24][CH:23]=1.Cl.C(N=C=NCCCN(C)C)C.O.ON1C2C=CC=CC=2N=N1, predict the reaction product. The product is: [CH3:19][O:20][C:21](=[O:34])[C:22]1[CH:23]=[CH:24][C:25]([CH2:28][N:29]([C:11](=[O:13])[C:10]2[CH:14]=[CH:15][C:16]([Cl:18])=[CH:17][C:9]=2[C:1](=[O:8])[C:2]2[CH:3]=[CH:4][CH:5]=[CH:6][CH:7]=2)[CH2:30][CH:31]([OH:33])[CH3:32])=[CH:26][CH:27]=1.